This data is from Forward reaction prediction with 1.9M reactions from USPTO patents (1976-2016). The task is: Predict the product of the given reaction. (1) The product is: [CH2:32]([NH:39][C:19]([C:14]1[C:13]([C:8]2[CH:9]=[CH:10][CH:11]=[CH:12][C:7]=2[CH2:6][N:5]2[C:4](=[O:22])[C:3]3=[CH:23][CH:24]=[CH:25][CH:26]=[C:2]3[C:1]2=[O:27])=[CH:18][CH:17]=[CH:16][CH:15]=1)=[O:21])[C:33]1[CH:38]=[CH:37][CH:36]=[CH:35][CH:34]=1. Given the reactants [C:1]1(=[O:27])[N:5]([CH2:6][C:7]2[CH:12]=[CH:11][CH:10]=[CH:9][C:8]=2[C:13]2[C:14]([C:19]([OH:21])=O)=[CH:15][CH:16]=[CH:17][CH:18]=2)[C:4](=[O:22])[C:3]2=[CH:23][CH:24]=[CH:25][CH:26]=[C:2]12.S(Cl)(Cl)=O.[CH2:32]([NH2:39])[C:33]1[CH:38]=[CH:37][CH:36]=[CH:35][CH:34]=1, predict the reaction product. (2) Given the reactants [CH3:1][N:2]1[C:9](=[O:10])[CH2:8][CH2:7][C@H:3]1[C:4]([OH:6])=O.ON1C2C=CC=CC=2N=N1.[Cl:21][C:22]1[CH:27]=[C:26]([F:28])[CH:25]=[CH:24][C:23]=1[CH2:29][NH2:30].C(N1CCOCC1)C.Cl.CN(C)CCCN=C=NCC, predict the reaction product. The product is: [Cl:21][C:22]1[CH:27]=[C:26]([F:28])[CH:25]=[CH:24][C:23]=1[CH2:29][NH:30][C:4](=[O:6])[C@@H:3]1[CH2:7][CH2:8][C:9](=[O:10])[N:2]1[CH3:1]. (3) Given the reactants [CH2:1]([S:3][C:4]1[CH:9]=[CH:8][C:7]([C:10]([F:13])([F:12])[F:11])=[CH:6][C:5]=1[NH:14][NH2:15])[CH3:2].[NH2:16][C:17]1[C:25]([Br:26])=[CH:24][C:23]([C:27]([F:30])([F:29])[F:28])=[CH:22][C:18]=1[C:19](O)=[O:20].N[C:32]1C(C(NNC2C=C(C#N)C=CC=2SCC)=O)=CC(Br)=CN=1, predict the reaction product. The product is: [Br:26][C:25]1[CH:24]=[C:23]([C:27]([F:30])([F:29])[F:28])[CH:22]=[C:18]2[C:17]=1[N:16]=[CH:32][N:15]([NH:14][C:5]1[CH:6]=[C:7]([C:10]([F:12])([F:13])[F:11])[CH:8]=[CH:9][C:4]=1[S:3][CH2:1][CH3:2])[C:19]2=[O:20]. (4) Given the reactants [CH3:1][N:2]([CH2:4][C:5]1[N:6]([C:10]2[CH:11]=[C:12]([NH:20][C:21](=[O:30])[C:22]3[CH:27]=[CH:26][C:25]([CH3:28])=[C:24](I)[CH:23]=3)[CH:13]=[C:14]([C:16]([F:19])([F:18])[F:17])[CH:15]=2)[CH:7]=[CH:8][N:9]=1)[CH3:3].N#N.C(N(CC)C(C)C)(C)C.[CH3:42][Si:43]([C:46]#[CH:47])([CH3:45])[CH3:44], predict the reaction product. The product is: [CH3:1][N:2]([CH2:4][C:5]1[N:6]([C:10]2[CH:11]=[C:12]([NH:20][C:21](=[O:30])[C:22]3[CH:27]=[CH:26][C:25]([CH3:28])=[C:24]([C:47]#[C:46][Si:43]([CH3:45])([CH3:44])[CH3:42])[CH:23]=3)[CH:13]=[C:14]([C:16]([F:19])([F:18])[F:17])[CH:15]=2)[CH:7]=[CH:8][N:9]=1)[CH3:3]. (5) The product is: [F:7][C:8]1[CH:9]=[C:10]([C:15]2[CH:16]=[CH:17][C:18]([CH2:21][CH2:22][C:23]([OH:25])=[O:24])=[CH:19][CH:20]=2)[CH:11]=[C:12]([F:14])[CH:13]=1. Given the reactants [H-].[Al+3].[Li+].[H-].[H-].[H-].[F:7][C:8]1[CH:9]=[C:10]([C:15]2[CH:20]=[CH:19][C:18]([CH2:21][CH2:22][C:23]([O:25]C)=[O:24])=[CH:17][CH:16]=2)[CH:11]=[C:12]([F:14])[CH:13]=1, predict the reaction product.